Dataset: Forward reaction prediction with 1.9M reactions from USPTO patents (1976-2016). Task: Predict the product of the given reaction. (1) The product is: [Cl:21][C:15]1[CH:14]=[C:13]2[C:18]([C:19](=[O:20])[C:10]([CH2:9][NH:8][C:6]([C:5]3[CH:28]=[CH:29][C:2]([N:38]4[CH2:39][CH2:40][CH:35]([S:32]([CH3:31])(=[O:34])=[O:33])[CH2:36][CH2:37]4)=[N:3][CH:4]=3)=[O:7])=[CH:11][N:12]2[C:22]2[CH:27]=[CH:26][CH:25]=[CH:24][CH:23]=2)=[CH:17][CH:16]=1. Given the reactants Cl[C:2]1[CH:29]=[CH:28][C:5]([C:6]([NH:8][CH2:9][C:10]2[C:19](=[O:20])[C:18]3[C:13](=[CH:14][C:15]([Cl:21])=[CH:16][CH:17]=3)[N:12]([C:22]3[CH:27]=[CH:26][CH:25]=[CH:24][CH:23]=3)[CH:11]=2)=[O:7])=[CH:4][N:3]=1.Cl.[CH3:31][S:32]([CH:35]1[CH2:40][CH2:39][NH:38][CH2:37][CH2:36]1)(=[O:34])=[O:33], predict the reaction product. (2) Given the reactants [Cl-].[NH4+].[N+:3]([C:6]1[CH:28]=[CH:27][C:9]2[N:10]([C:21]3[CH:26]=[CH:25][CH:24]=[CH:23][N:22]=3)[C:11](/[CH:13]=[CH:14]/[C:15]3[CH:20]=[CH:19][CH:18]=[CH:17][CH:16]=3)=[N:12][C:8]=2[CH:7]=1)([O-])=O, predict the reaction product. The product is: [NH2:3][C:6]1[CH:28]=[CH:27][C:9]2[N:10]([C:21]3[CH:26]=[CH:25][CH:24]=[CH:23][N:22]=3)[C:11](/[CH:13]=[CH:14]/[C:15]3[CH:20]=[CH:19][CH:18]=[CH:17][CH:16]=3)=[N:12][C:8]=2[CH:7]=1. (3) Given the reactants [Cl:1][C:2]1[C:11]([CH:12]=[O:13])=[CH:10][C:9]2[C:4](=[CH:5][C:6]([F:14])=[CH:7][CH:8]=2)[N:3]=1.[CH2:15](Br)[CH:16]=[CH2:17].[Cl-].[NH4+], predict the reaction product. The product is: [Cl:1][C:2]1[C:11]([CH:12]([OH:13])[CH2:17][CH:16]=[CH2:15])=[CH:10][C:9]2[C:4](=[CH:5][C:6]([F:14])=[CH:7][CH:8]=2)[N:3]=1. (4) Given the reactants [F:1][C:2]1[CH:3]=[C:4]([CH2:9][C:10]2[N:11]([CH2:18][C:19]3[CH:24]=[CH:23][CH:22]=[CH:21][CH:20]=3)[C:12](=[O:17])[CH2:13][C:14](=[O:16])[N:15]=2)[CH:5]=[CH:6][C:7]=1[F:8].Cl.FC1C=C(C[C:35](=[NH:39])[O:36]CC)C=CC=1F.C(N)C1C=CC=CC=1.C(N(C(C)C)CC)(C)C.C(OCC)(=O)[CH2:58][C:59]([O:61]CC)=[O:60].[O-]CC.[Na+], predict the reaction product. The product is: [F:1][C:2]1[CH:3]=[C:4]([CH2:9][C:10]2[N:11]([CH2:18][C:19]3[CH:24]=[CH:23][CH:22]=[CH:21][CH:20]=3)[C:12](=[O:17])[C:13]([C:35]([NH:39][CH2:58][C:59]([OH:61])=[O:60])=[O:36])=[C:14]([OH:16])[N:15]=2)[CH:5]=[CH:6][C:7]=1[F:8]. (5) Given the reactants CON(C)[C:4]([C:6]1[N:7]=[CH:8][N:9]([C:11]2[CH:12]=[C:13]([C:17]3[CH:22]=[CH:21][CH:20]=[C:19]([F:23])[C:18]=3[O:24][CH3:25])[CH:14]=[CH:15][CH:16]=2)[CH:10]=1)=[O:5].Br[C:28]1[CH:33]=[CH:32][CH:31]=[C:30]([F:34])[CH:29]=1, predict the reaction product. The product is: [F:23][C:19]1[C:18]([O:24][CH3:25])=[C:17]([C:13]2[CH:14]=[CH:15][CH:16]=[C:11]([N:9]3[CH:10]=[C:6]([C:4]([C:28]4[CH:33]=[CH:32][CH:31]=[C:30]([F:34])[CH:29]=4)=[O:5])[N:7]=[CH:8]3)[CH:12]=2)[CH:22]=[CH:21][CH:20]=1.